Dataset: Forward reaction prediction with 1.9M reactions from USPTO patents (1976-2016). Task: Predict the product of the given reaction. (1) Given the reactants [CH2:1]([OH:8])[C:2]1[CH:7]=[CH:6][CH:5]=[CH:4][CH:3]=1.[CH3:9][CH2:10][C@@H:11]([O:13][C:14]([CH2:16][C:17]1[O:25][C:24]2[CH:23]=[CH:22][CH:21]=[CH:20][C:19]=2[C:18]=1[C:26]([C:28]1[CH:29]=[C:30]([I:43])[C:31]([O:35][CH2:36][CH2:37][N:38]([CH2:41][CH3:42])[CH2:39][CH3:40])=[C:32]([I:34])[CH:33]=1)=[O:27])=[O:15])[CH3:12].[CH:44]([OH:53])([C:50]([OH:52])=[O:51])[CH:45]([OH:49])[C:46]([OH:48])=[O:47].CC[C@@H](OC(CC1OC2C=CC=CC=2C=1C(C1C=C(I)C(OCCN(CC)CC)=C(I)C=1)=O)=O)C, predict the reaction product. The product is: [CH2:1]([OH:8])[C:2]1[CH:7]=[CH:6][CH:5]=[CH:4][CH:3]=1.[CH3:9][CH2:10][C@@H:11]([O:13][C:14]([CH2:16][C:17]1[O:25][C:24]2[CH:23]=[CH:22][CH:21]=[CH:20][C:19]=2[C:18]=1[C:26]([C:28]1[CH:29]=[C:30]([I:43])[C:31]([O:35][CH2:36][CH2:37][N:38]([CH2:39][CH3:40])[CH2:41][CH3:42])=[C:32]([I:34])[CH:33]=1)=[O:27])=[O:15])[CH3:12].[CH:44]([OH:53])([C:50]([OH:52])=[O:51])[CH:45]([OH:49])[C:46]([OH:48])=[O:47]. (2) Given the reactants [Cl:1][C:2]1[CH:7]=[CH:6][C:5]([C:8]2[C:14]3[CH:15]=[C:16]([O:19][C:20]([F:23])([F:22])[F:21])[CH:17]=[CH:18][C:13]=3[CH2:12][C:11]([CH3:24])=[N:10][N:9]=2)=[CH:4][CH:3]=1.Cl.C([BH3-])#N.[Na+].[OH-].[Na+], predict the reaction product. The product is: [Cl:1][C:2]1[CH:7]=[CH:6][C:5]([C:8]2[C:14]3[CH:15]=[C:16]([O:19][C:20]([F:22])([F:21])[F:23])[CH:17]=[CH:18][C:13]=3[CH2:12][CH:11]([CH3:24])[NH:10][N:9]=2)=[CH:4][CH:3]=1. (3) Given the reactants [Br:1][C:2]1[CH:3]=[C:4]([C@@:8]2([CH3:24])[N:13]([CH2:14][C:15]3[CH:20]=[CH:19][C:18]([O:21][CH3:22])=[CH:17][CH:16]=3)[C:12](=[O:23])[CH2:11][O:10][CH2:9]2)[CH:5]=[CH:6][CH:7]=1.[CH:25](N)(C)C.[Li].[N+](=C)=[N-], predict the reaction product. The product is: [Br:1][C:2]1[CH:3]=[C:4]([C@@:8]2([CH3:24])[N:13]([CH2:14][C:15]3[CH:20]=[CH:19][C:18]([O:21][CH3:22])=[CH:17][CH:16]=3)[C:12](=[O:23])[C@H:11]([CH3:25])[O:10][CH2:9]2)[CH:5]=[CH:6][CH:7]=1. (4) Given the reactants CN(C(O[N:9]1N=[N:16][C:11]2[CH:12]=[CH:13][CH:14]=[CH:15][C:10]1=2)=[N+](C)C)C.[B-](F)(F)(F)F.[CH3:23]CN(C(C)C)C(C)C.C([O:34][C:35](=[O:50])[C:36]1[CH:41]=[CH:40][C:39]([NH:42][CH:43]2[CH2:48][CH2:47][CH2:46][CH2:45][CH2:44]2)=[C:38]([NH2:49])[CH:37]=1)C.O, predict the reaction product. The product is: [CH:43]1([N:42]2[C:39]3[CH:40]=[CH:41][C:36]([C:35]([OH:34])=[O:50])=[CH:37][C:38]=3[N:49]=[C:23]2[C:14]2[CH:13]=[CH:12][C:11]([NH2:16])=[C:10]([NH2:9])[CH:15]=2)[CH2:44][CH2:45][CH2:46][CH2:47][CH2:48]1. (5) Given the reactants P([O-])([O-])(O)=[O:2].[K+].[K+].[NH2:8][C:9]1[CH:14]=[CH:13][N:12]([C@H:15]2[O:19][C@@H:18]([C:20]([O:22][C@@H:23]3[CH2:28][C@H:27](C)[CH2:26][CH2:25][C@H:24]3[CH:30](C)C)=[O:21])[S:17][CH2:16]2)[C:11](=[O:33])[N:10]=1.[BH4-].[Na+].[OH-:36].[Na+], predict the reaction product. The product is: [CH2:16]1[S:17][C@H:18]([CH2:20][OH:21])[O:19][C@@H:15]1[N:12]1[C:11](=[O:33])[N:10]=[C:9]([NH2:8])[CH:14]=[CH:13]1.[CH:26]1[CH:25]=[C:24]([C:30]([OH:2])=[O:36])[C:23]([OH:22])=[CH:28][CH:27]=1. (6) Given the reactants OC1C(=O)NN=C(CCC2C=CC=CC=2)C=1.C([O:24][C:25]1[N:26]=[N:27][C:28](/[CH:39]=[CH:40]/[C:41]2[CH:46]=[CH:45][C:44]([C:47]([F:50])([F:49])[F:48])=[CH:43][CH:42]=2)=[CH:29][C:30]=1[O:31]CC1C=CC=CC=1)C1C=CC=CC=1, predict the reaction product. The product is: [OH:31][C:30]1[C:25](=[O:24])[NH:26][N:27]=[C:28]([CH2:39][CH2:40][C:41]2[CH:46]=[CH:45][C:44]([C:47]([F:49])([F:48])[F:50])=[CH:43][CH:42]=2)[CH:29]=1. (7) Given the reactants [CH:1]1([NH:4][C:5](=[O:31])[C:6]2[CH:11]=[CH:10][C:9]([C:12]3[N:16]4[CH:17]=[C:18]([C:25]5[CH:30]=[CH:29][CH:28]=[CH:27][CH:26]=5)[N:19]=[C:20](S(C)(=O)=O)[C:15]4=[N:14][CH:13]=3)=[CH:8][CH:7]=2)[CH2:3][CH2:2]1.[F:32][C:33]([F:40])([F:39])[CH2:34][O:35][CH2:36][CH2:37][NH2:38], predict the reaction product. The product is: [CH:1]1([NH:4][C:5](=[O:31])[C:6]2[CH:11]=[CH:10][C:9]([C:12]3[N:16]4[CH:17]=[C:18]([C:25]5[CH:30]=[CH:29][CH:28]=[CH:27][CH:26]=5)[N:19]=[C:20]([NH:38][CH2:37][CH2:36][O:35][CH2:34][C:33]([F:40])([F:39])[F:32])[C:15]4=[N:14][CH:13]=3)=[CH:8][CH:7]=2)[CH2:3][CH2:2]1.